Predict the product of the given reaction. From a dataset of Forward reaction prediction with 1.9M reactions from USPTO patents (1976-2016). (1) Given the reactants [Cl:1][C:2]1[N:7]=[C:6]([C:8]2[S:12][C:11]([N:13]3[CH2:18][CH2:17][O:16][CH2:15][CH2:14]3)=[N:10][C:9]=2[C:19]2[C:20]([F:26])=[C:21]([CH:23]=[CH:24][CH:25]=2)[NH2:22])[CH:5]=[CH:4][N:3]=1.[F:27][C:28]1[CH:33]=[CH:32][CH:31]=[C:30]([F:34])[C:29]=1[S:35](Cl)(=[O:37])=[O:36], predict the reaction product. The product is: [Cl:1][C:2]1[N:7]=[C:6]([C:8]2[S:12][C:11]([N:13]3[CH2:14][CH2:15][O:16][CH2:17][CH2:18]3)=[N:10][C:9]=2[C:19]2[C:20]([F:26])=[C:21]([NH:22][S:35]([C:29]3[C:30]([F:34])=[CH:31][CH:32]=[CH:33][C:28]=3[F:27])(=[O:37])=[O:36])[CH:23]=[CH:24][CH:25]=2)[CH:5]=[CH:4][N:3]=1. (2) Given the reactants [CH3:1][N:2]1[CH2:7][CH2:6][N:5]([C:8]2[CH:13]=[CH:12][C:11]([NH:14][C:15]3[CH:20]=[CH:19][N:18]4[N:21]=[CH:22][C:23]([CH:24]=O)=[C:17]4[N:16]=3)=[CH:10][CH:9]=2)[CH2:4][CH2:3]1.[NH:26]1[CH2:32][C:30](=[O:31])[NH:29][C:27]1=[O:28].N1CCCCC1, predict the reaction product. The product is: [CH3:1][N:2]1[CH2:3][CH2:4][N:5]([C:8]2[CH:13]=[CH:12][C:11]([NH:14][C:15]3[CH:20]=[CH:19][N:18]4[N:21]=[CH:22][C:23]([CH:24]=[C:32]5[NH:26][C:27](=[O:28])[NH:29][C:30]5=[O:31])=[C:17]4[N:16]=3)=[CH:10][CH:9]=2)[CH2:6][CH2:7]1.